The task is: Predict the reaction yield, written as a fraction of the theoretical maximum amount of product (1.0 means a 100% yield; for example, 0.34 means a 34% yield).. This data is from Reaction yield outcomes from USPTO patents with 853,638 reactions. (1) The reactants are [Br:1][C:2]1[CH:3]=[C:4]([N+:9]([O-])=O)[C:5]([Cl:8])=[N:6][CH:7]=1.[Sn](Cl)Cl. The catalyst is CCO. The product is [Br:1][C:2]1[CH:3]=[C:4]([NH2:9])[C:5]([Cl:8])=[N:6][CH:7]=1. The yield is 0.730. (2) The reactants are Br[C:2]1[N:3]=[C:4]([CH:10]2[CH2:15][CH2:14][N:13]([C:16]([O:18][C:19]([CH3:22])([CH3:21])[CH3:20])=[O:17])[CH2:12][CH2:11]2)[N:5]([CH2:7][CH2:8][OH:9])[CH:6]=1.P([O-])([O-])([O-])=O.[K+].[K+].[K+].[CH:31]1(P(C2CCCCC2)C2C=CC=CC=2C2C(OC)=CC=CC=2OC)CCCC[CH2:32]1.CC1(C)C(C)(C)OB(C=C)O1. The catalyst is O1CCOCC1.O.C([O-])(=O)C.[Pd+2].C([O-])(=O)C. The product is [CH:31]([C:2]1[N:3]=[C:4]([CH:10]2[CH2:15][CH2:14][N:13]([C:16]([O:18][C:19]([CH3:22])([CH3:21])[CH3:20])=[O:17])[CH2:12][CH2:11]2)[N:5]([CH2:7][CH2:8][OH:9])[CH:6]=1)=[CH2:32]. The yield is 0.560.